Dataset: Reaction yield outcomes from USPTO patents with 853,638 reactions. Task: Predict the reaction yield, written as a fraction of the theoretical maximum amount of product (1.0 means a 100% yield; for example, 0.34 means a 34% yield). The reactants are [Br:1][C:2]1[CH:7]=[CH:6][N:5]=[C:4]([NH2:8])[CH:3]=1.N1C=CC=CC=1.[C:15](Cl)(=[O:17])[CH3:16].O. The catalyst is ClCCl. The product is [Br:1][C:2]1[CH:7]=[CH:6][N:5]=[C:4]([NH:8][C:15](=[O:17])[CH3:16])[CH:3]=1. The yield is 0.720.